From a dataset of Full USPTO retrosynthesis dataset with 1.9M reactions from patents (1976-2016). Predict the reactants needed to synthesize the given product. (1) Given the product [Cl:16][C:15]1[C:4]2[N:3]=[C:2]3[NH:1][CH2:10][CH2:9][CH2:8][CH2:7][N:6]3[C:5]=2[C:12]([CH:17]([CH2:20][CH3:21])[CH2:18][CH3:19])=[CH:13][CH:14]=1, predict the reactants needed to synthesize it. The reactants are: [NH2:1][C:2]1[N:6]([CH2:7][CH2:8][CH2:9][CH2:10]O)[C:5]2[C:12]([CH:17]([CH2:20][CH3:21])[CH2:18][CH3:19])=[CH:13][CH:14]=[C:15]([Cl:16])[C:4]=2[N:3]=1.CS(Cl)(=O)=O.C(=O)(O)[O-].[Na+].C(=O)([O-])[O-].[K+].[K+]. (2) Given the product [F:27][C:28]1[C:36]([N:37]([S:44]([CH2:47][CH2:48][CH3:49])(=[O:46])=[O:45])[S:38]([CH2:41][CH2:42][CH3:43])(=[O:40])=[O:39])=[CH:35][CH:34]=[C:33]([F:50])[C:29]=1[C:30]([NH:26][C:23]1[CH:24]=[C:25]2[N:17]=[C:18]([C:8]3[CH:9]=[CH:10][CH:14]=[CH:15][CH:16]=3)[NH:19][C:20]2=[N:21][CH:22]=1)=[O:31].[F:51][C:52]1[C:60]([NH:61][S:62]([CH2:65][CH2:66][CH3:67])(=[O:64])=[O:63])=[CH:59][CH:58]=[C:57]([F:68])[C:53]=1[C:54]([NH:26][C:23]1[CH:24]=[C:25]2[N:13]=[C:11]([C:10]3[CH:9]=[CH:8][CH:16]=[CH:15][CH:14]=3)[NH:19][C:20]2=[N:21][CH:22]=1)=[O:56], predict the reactants needed to synthesize it. The reactants are: C(S(N[C:8]1[CH:9]=[C:10]([CH:14]=[CH:15][CH:16]=1)[C:11]([NH2:13])=O)(=O)=O)CC.[N:17]1[C:25]2[C:20](=[N:21][CH:22]=[C:23]([NH2:26])[CH:24]=2)[NH:19][CH:18]=1.[F:27][C:28]1[C:36]([N:37]([S:44]([CH2:47][CH2:48][CH3:49])(=[O:46])=[O:45])[S:38]([CH2:41][CH2:42][CH3:43])(=[O:40])=[O:39])=[CH:35][CH:34]=[C:33]([F:50])[C:29]=1[C:30](O)=[O:31].[F:51][C:52]1[C:60]([NH:61][S:62]([CH2:65][CH2:66][CH3:67])(=[O:64])=[O:63])=[CH:59][CH:58]=[C:57]([F:68])[C:53]=1[C:54]([OH:56])=O.